From a dataset of Skin sensitization/reaction prediction data. Regression/Classification. Given a drug SMILES string, predict its toxicity properties. Task type varies by dataset: regression for continuous values (e.g., LD50, hERG inhibition percentage) or binary classification for toxic/non-toxic outcomes (e.g., AMES mutagenicity, cardiotoxicity, hepatotoxicity). Dataset: skin_reaction. (1) The drug is CCCCCCCCCI. The result is 1 (causes skin reaction). (2) The compound is CCN(N=O)C(N)=O. The result is 1 (causes skin reaction). (3) The molecule is C=CC1(C)CC(OC(=O)CO)C2(C)C(C)CCC3(CCC(=O)C32)C(C)C1O. The result is 0 (no skin reaction). (4) The compound is O=C(OOC(=O)c1ccccc1)c1ccccc1. The result is 1 (causes skin reaction). (5) The compound is CCOc1ccc(C(=O)Cc2ccc(S(C)(=O)=O)cc2)cc1. The result is 0 (no skin reaction). (6) The drug is CCOCc1cc(OC)c(B(O)O)c(OC)c1. The result is 0 (no skin reaction).